Dataset: Reaction yield outcomes from USPTO patents with 853,638 reactions. Task: Predict the reaction yield, written as a fraction of the theoretical maximum amount of product (1.0 means a 100% yield; for example, 0.34 means a 34% yield). The reactants are C[O:2][C:3]([C:5]1[C:10]([NH:11][C:12]2[CH:17]=[CH:16][C:15]([Br:18])=[CH:14][C:13]=2[F:19])=[C:9]([F:20])[C:8](=[O:21])[NH:7][CH:6]=1)=[O:4].C1COCC1.[Li+].[OH-].Cl. The catalyst is CO. The product is [Br:18][C:15]1[CH:16]=[CH:17][C:12]([NH:11][C:10]2[C:5]([C:3]([OH:4])=[O:2])=[CH:6][NH:7][C:8](=[O:21])[C:9]=2[F:20])=[C:13]([F:19])[CH:14]=1. The yield is 0.990.